This data is from Ames mutagenicity test results for genotoxicity prediction. The task is: Regression/Classification. Given a drug SMILES string, predict its toxicity properties. Task type varies by dataset: regression for continuous values (e.g., LD50, hERG inhibition percentage) or binary classification for toxic/non-toxic outcomes (e.g., AMES mutagenicity, cardiotoxicity, hepatotoxicity). Dataset: ames. (1) The drug is O=P(OC(CCl)CCl)(OC(CCl)CCl)OC(CCl)CCl. The result is 1 (mutagenic). (2) The drug is CC(C)=CCC1=C(O)C(=O)c2ccccc2C1=O. The result is 0 (non-mutagenic). (3) The compound is FC(F)(F)C(F)(F)C(F)(F)C(F)(F)I. The result is 0 (non-mutagenic). (4) The compound is CC/N=c1\cc2oc3cc(NCC)c(C)cc3c(-c3ccccc3C(=O)OC)c-2cc1C. The result is 0 (non-mutagenic). (5) The drug is OCC(CO)(CBr)CBr. The result is 1 (mutagenic). (6) The compound is c1ccc2c(c1)-c1c(c3ccccc3c3ccccc13)C1NC21. The result is 1 (mutagenic). (7) The compound is CCOC(=O)C1=C(C)N=C(C)C(=C(O)OCC2COC3(CCCC3)O2)C1c1cccc(Cl)c1. The result is 0 (non-mutagenic). (8) The drug is CN=NO. The result is 1 (mutagenic). (9) The molecule is O=C(O)c1occc(=O)c1O. The result is 0 (non-mutagenic). (10) The drug is CCC(=O)OCc1ccccc1[N+](=O)[O-]. The result is 0 (non-mutagenic).